This data is from Full USPTO retrosynthesis dataset with 1.9M reactions from patents (1976-2016). The task is: Predict the reactants needed to synthesize the given product. (1) The reactants are: [CH:1]1([N:7]([CH3:17])[C:8]2[N:13]=[CH:12][N:11]=[C:10]([C:14]([OH:16])=O)[CH:9]=2)[CH2:6][CH2:5][CH2:4][CH2:3][CH2:2]1.[NH2:18][C:19]1[CH:24]=[CH:23][C:22]([S:25]([NH2:28])(=[O:27])=[O:26])=[CH:21][C:20]=1[CH3:29]. Given the product [NH2:28][S:25]([C:22]1[CH:23]=[CH:24][C:19]([NH:18][C:14]([C:10]2[CH:9]=[C:8]([N:7]([CH:1]3[CH2:2][CH2:3][CH2:4][CH2:5][CH2:6]3)[CH3:17])[N:13]=[CH:12][N:11]=2)=[O:16])=[C:20]([CH3:29])[CH:21]=1)(=[O:26])=[O:27], predict the reactants needed to synthesize it. (2) The reactants are: [OH:1][CH:2]1[CH2:7][CH2:6][CH2:5][N:4]([C:8]([O:10][C:11]([CH3:14])([CH3:13])[CH3:12])=[O:9])[CH2:3]1.[CH3:15][S:16](Cl)(=[O:18])=[O:17]. Given the product [CH3:15][S:16]([O:1][CH:2]1[CH2:7][CH2:6][CH2:5][N:4]([C:8]([O:10][C:11]([CH3:14])([CH3:13])[CH3:12])=[O:9])[CH2:3]1)(=[O:18])=[O:17], predict the reactants needed to synthesize it. (3) Given the product [Cl:1][C:2]1[CH:7]=[C:6]([Cl:8])[CH:5]=[CH:4][C:3]=1[C:9]1[C:10]([C:11]([O:13][CH2:14][CH3:15])=[O:12])=[CH:80][CH:81]=[C:76]([NH:75][CH2:74][CH2:73][NH:72][C:70]2[CH:69]=[CH:68][C:67]([N+:95]([O-:97])=[O:96])=[CH:66][N:71]=2)[N:77]=1, predict the reactants needed to synthesize it. The reactants are: [Cl:1][C:2]1[CH:7]=[C:6]([Cl:8])[CH:5]=[CH:4][C:3]=1[C:9](=O)[CH2:10][C:11]([O:13][CH2:14][CH3:15])=[O:12].C(C1C(=O)C(Cl)=C(Cl)C(=O)C=1C#N)#N.ClC1C=CC=CN=1.ClC1N=C(C2C=CC=CC=2)C(C(OCC)=O)=CC=1.CCN(C(C)C)C(C)C.N[C:66]1[N:71]=[C:70]([NH:72][CH2:73][CH2:74][NH:75][C:76]2[CH:81]=[CH:80]C(C3NC=CN=3)=C(C3C=CC(Cl)=CC=3Cl)[N:77]=2)[CH:69]=[CH:68][C:67]=1[N+:95]([O-:97])=[O:96]. (4) Given the product [C:33]1([CH2:39][CH2:40][CH2:41][NH:42][C:17]([C:16]2[CH:20]=[CH:21][C:13]([NH:12][C:10]([N:2]3[CH2:1][C:9]4[C:4](=[CH:5][CH:6]=[CH:7][CH:8]=4)[CH2:3]3)=[O:11])=[CH:14][CH:15]=2)=[O:19])[CH:38]=[CH:37][CH:36]=[CH:35][CH:34]=1, predict the reactants needed to synthesize it. The reactants are: [CH2:1]1[C:9]2[C:4](=[CH:5][CH:6]=[CH:7][CH:8]=2)[CH2:3][N:2]1[C:10]([NH:12][C:13]1[CH:21]=[CH:20][C:16]([C:17]([OH:19])=O)=[CH:15][CH:14]=1)=[O:11].O.ON1C2C=CC=CC=2N=N1.[C:33]1([CH2:39][CH2:40][CH2:41][NH2:42])[CH:38]=[CH:37][CH:36]=[CH:35][CH:34]=1.Cl.CN(C)CCCN=C=NCC. (5) Given the product [C:1]([O:5][C:6]([NH:8][CH2:9][C:10]1[N:11]([CH2:31][CH:32]([CH3:34])[CH3:33])[C:12](=[O:30])[C:13]2[C:18]([C:19]=1[C:20]1[CH:25]=[CH:24][CH:23]=[CH:22][C:21]=1[F:26])=[CH:17][C:16]([C:27]([NH2:38])=[O:28])=[CH:15][CH:14]=2)=[O:7])([CH3:4])([CH3:2])[CH3:3], predict the reactants needed to synthesize it. The reactants are: [C:1]([O:5][C:6]([NH:8][CH2:9][C:10]1[N:11]([CH2:31][CH:32]([CH3:34])[CH3:33])[C:12](=[O:30])[C:13]2[C:18]([C:19]=1[C:20]1[CH:25]=[CH:24][CH:23]=[CH:22][C:21]=1[F:26])=[CH:17][C:16]([C:27](O)=[O:28])=[CH:15][CH:14]=2)=[O:7])([CH3:4])([CH3:3])[CH3:2].Cl.C([N:38]=C=NCCCN(C)C)C.[NH4+].ON1C2C=CC=CC=2N=N1.O. (6) The reactants are: [N:1]1[CH:6]=[CH:5][C:4]([C:7]2[C:8]([C:15]3[CH:16]=[C:17]([NH2:21])[CH:18]=[CH:19][CH:20]=3)=[N:9][N:10]3[CH2:14][CH2:13][S:12][C:11]=23)=[CH:3][CH:2]=1.[F:22][C:23]([F:34])([F:33])[C:24]1[CH:29]=[CH:28][C:27]([N:30]=[C:31]=[O:32])=[CH:26][CH:25]=1. Given the product [N:1]1[CH:2]=[CH:3][C:4]([C:7]2[C:8]([C:15]3[CH:16]=[C:17]([NH:21][C:31]([NH:30][C:27]4[CH:26]=[CH:25][C:24]([C:23]([F:22])([F:33])[F:34])=[CH:29][CH:28]=4)=[O:32])[CH:18]=[CH:19][CH:20]=3)=[N:9][N:10]3[CH2:14][CH2:13][S:12][C:11]=23)=[CH:5][CH:6]=1, predict the reactants needed to synthesize it. (7) Given the product [Cl:45][C:39]1[C:40]([Cl:44])=[CH:41][CH:42]=[CH:43][C:38]=1[C@H:37]1[O:36][C:35](=[O:46])[NH:34][C@@H:33]1[C:29]1[CH:30]=[N:31][CH:32]=[C:27]([C:48]#[C:47][CH:49]2[CH2:52][C:51]([F:54])([F:53])[CH2:50]2)[CH:28]=1, predict the reactants needed to synthesize it. The reactants are: CN(C)CC#CC1C=C([C@@H]2[C@@H](C3C=CC=C(F)C=3)OC(=O)N2)C=NC=1.Br[C:27]1[CH:28]=[C:29]([C@@H:33]2[C@@H:37]([C:38]3[CH:43]=[CH:42][CH:41]=[C:40]([Cl:44])[C:39]=3[Cl:45])[O:36][C:35](=[O:46])[NH:34]2)[CH:30]=[N:31][CH:32]=1.[C:47]([CH:49]1[CH2:52][C:51]([F:54])([F:53])[CH2:50]1)#[CH:48]. (8) Given the product [Si:17]([O:16][C@H:12]1[CH2:11][C@H:10]2[CH2:15][C@@H:13]1[CH2:14][C@@H:9]2[OH:8])([C:30]([CH3:33])([CH3:31])[CH3:32])([C:24]1[CH:29]=[CH:28][CH:27]=[CH:26][CH:25]=1)[C:18]1[CH:23]=[CH:22][CH:21]=[CH:20][CH:19]=1, predict the reactants needed to synthesize it. The reactants are: C([O:8][C@H:9]1[CH2:14][C@H:13]2[CH2:15][C@@H:10]1[CH2:11][C@@H:12]2[O:16][Si:17]([C:30]([CH3:33])([CH3:32])[CH3:31])([C:24]1[CH:29]=[CH:28][CH:27]=[CH:26][CH:25]=1)[C:18]1[CH:23]=[CH:22][CH:21]=[CH:20][CH:19]=1)C1C=CC=CC=1.[H][H]. (9) Given the product [C:19]1([CH2:29][CH2:30][NH:31][CH2:1][C:3]2[CH:18]=[CH:17][C:6]([O:7][C:8]3[CH:9]=[CH:10][C:11]([C:14]([NH2:16])=[O:15])=[N:12][CH:13]=3)=[CH:5][CH:4]=2)[C:28]2[C:23](=[CH:24][CH:25]=[CH:26][CH:27]=2)[CH:22]=[CH:21][CH:20]=1, predict the reactants needed to synthesize it. The reactants are: [CH:1]([C:3]1[CH:18]=[CH:17][C:6]([O:7][C:8]2[CH:9]=[CH:10][C:11]([C:14]([NH2:16])=[O:15])=[N:12][CH:13]=2)=[CH:5][CH:4]=1)=O.[C:19]1([CH2:29][CH2:30][NH2:31])[C:28]2[C:23](=[CH:24][CH:25]=[CH:26][CH:27]=2)[CH:22]=[CH:21][CH:20]=1. (10) Given the product [CH:1]1[C:10]2[C:5](=[CH:6][CH:7]=[CH:8][CH:9]=2)[CH:4]=[C:3]([NH:11][C:12](=[O:28])[C:13]2[CH:18]=[CH:17][CH:16]=[CH:15][C:14]=2[N:19]([C:21]2[CH:26]=[CH:25][N:24]=[CH:23][C:22]=2[C:40]2[CH:39]=[N:38][CH:43]=[CH:42][CH:41]=2)[CH3:20])[N:2]=1, predict the reactants needed to synthesize it. The reactants are: [CH:1]1[C:10]2[C:5](=[CH:6][CH:7]=[CH:8][CH:9]=2)[CH:4]=[C:3]([NH:11][C:12](=[O:28])[C:13]2[CH:18]=[CH:17][CH:16]=[CH:15][C:14]=2[N:19]([C:21]2[CH:26]=[CH:25][N:24]=[CH:23][C:22]=2Br)[CH3:20])[N:2]=1.C(O)C.C(=O)([O-])[O-].[Na+].[Na+].[N:38]1[CH:43]=[CH:42][CH:41]=[C:40](B(O)O)[CH:39]=1.